Binary Classification. Given a T-cell receptor sequence (or CDR3 region) and an epitope sequence, predict whether binding occurs between them. From a dataset of TCR-epitope binding with 47,182 pairs between 192 epitopes and 23,139 TCRs. (1) The epitope is FLPRVFSAV. Result: 1 (the TCR binds to the epitope). The TCR CDR3 sequence is CASSPDHSSYNEQFF. (2) The epitope is FQPTNGVGY. The TCR CDR3 sequence is CASIKNVGWETQYF. Result: 0 (the TCR does not bind to the epitope). (3) The epitope is GLCTLVAML. The TCR CDR3 sequence is CASSPGYEQYF. Result: 1 (the TCR binds to the epitope). (4) The epitope is TVYDPLQPELDSFK. The TCR CDR3 sequence is CASSKGSTEAFF. Result: 1 (the TCR binds to the epitope). (5) The epitope is NLSALGIFST. The TCR CDR3 sequence is CASSFAGVGTDTQYF. Result: 0 (the TCR does not bind to the epitope). (6) The epitope is EPLPQGQLTAY. The TCR CDR3 sequence is CASSWTQGDEQYF. Result: 0 (the TCR does not bind to the epitope). (7) The epitope is IPIQASLPF. The TCR CDR3 sequence is CASSASWGMSTDTQYF. Result: 0 (the TCR does not bind to the epitope). (8) The TCR CDR3 sequence is CASSQVGGRETQYF. Result: 1 (the TCR binds to the epitope). The epitope is FLNRFTTTL. (9) The epitope is FLYALALLL. The TCR CDR3 sequence is CASSAGTSGLTDTQYF. Result: 0 (the TCR does not bind to the epitope). (10) The epitope is GTSGSPIVNR. The TCR CDR3 sequence is CASSRDLTDTQYF. Result: 0 (the TCR does not bind to the epitope).